This data is from Forward reaction prediction with 1.9M reactions from USPTO patents (1976-2016). The task is: Predict the product of the given reaction. (1) Given the reactants [CH:1]([C:4]1[N:8]2[C:9]3[CH:16]=[C:15]([C:17]4[CH:22]=[CH:21][CH:20]=[CH:19][CH:18]=4)[C:14]([C:23]4[CH:28]=[CH:27][C:26]([C:29]5([NH:33]C(=O)OC(C)(C)C)[CH2:32][CH2:31][CH2:30]5)=[CH:25][CH:24]=4)=[N:13][C:10]=3[O:11][CH2:12][C:7]2=[N:6][N:5]=1)([CH3:3])[CH3:2], predict the reaction product. The product is: [CH:1]([C:4]1[N:8]2[C:9]3[CH:16]=[C:15]([C:17]4[CH:18]=[CH:19][CH:20]=[CH:21][CH:22]=4)[C:14]([C:23]4[CH:24]=[CH:25][C:26]([C:29]5([NH2:33])[CH2:30][CH2:31][CH2:32]5)=[CH:27][CH:28]=4)=[N:13][C:10]=3[O:11][CH2:12][C:7]2=[N:6][N:5]=1)([CH3:3])[CH3:2]. (2) The product is: [OH:2][C:3]1[CH:4]=[C:5]([CH:16]=[CH:17][CH:18]=1)[CH2:6][C:7]1([C:12]([OH:14])=[O:13])[CH2:11][CH2:10][CH2:9][O:8]1. Given the reactants C[O:2][C:3]1[CH:4]=[C:5]([CH:16]=[CH:17][CH:18]=1)[CH2:6][C:7]1([C:12]([O:14]C)=[O:13])[CH2:11][CH2:10][CH2:9][O:8]1.B(Br)(Br)Br.CO.O, predict the reaction product.